This data is from Full USPTO retrosynthesis dataset with 1.9M reactions from patents (1976-2016). The task is: Predict the reactants needed to synthesize the given product. Given the product [NH2:11][CH2:12][CH2:13][CH2:14][CH2:15][C@H:16]([NH:27][C:28](=[O:43])[C:29]1[CH:34]=[CH:33][C:32]([C:35]([N:37]2[CH2:38][CH2:39][CH2:40][CH2:41]2)=[O:36])=[C:31]([CH3:42])[CH:30]=1)[C:17]1[NH:21][C:20]2[CH:22]=[CH:23][C:24]([Cl:26])=[CH:25][C:19]=2[N:18]=1, predict the reactants needed to synthesize it. The reactants are: C(OC([NH:11][CH2:12][CH2:13][CH2:14][CH2:15][C@H:16]([NH:27][C:28](=[O:43])[C:29]1[CH:34]=[CH:33][C:32]([C:35]([N:37]2[CH2:41][CH2:40][CH2:39][CH2:38]2)=[O:36])=[C:31]([CH3:42])[CH:30]=1)[C:17]1[NH:21][C:20]2[CH:22]=[CH:23][C:24]([Cl:26])=[CH:25][C:19]=2[N:18]=1)=O)C1C=CC=CC=1.I[Si](C)(C)C.CO.